This data is from Catalyst prediction with 721,799 reactions and 888 catalyst types from USPTO. The task is: Predict which catalyst facilitates the given reaction. (1) Reactant: [Si:1]([O:8][CH2:9][CH:10]([N:24]([CH2:34][CH2:35][CH:36]([CH3:38])[CH3:37])[S:25]([C:28]1[CH:33]=[CH:32][CH:31]=[CH:30][CH:29]=1)(=[O:27])=[O:26])[C:11]1[S:12][CH:13]=[C:14]([CH:16]=[N:17][S:18]([C:20]([CH3:23])([CH3:22])[CH3:21])=[O:19])[CH:15]=1)([C:4]([CH3:7])([CH3:6])[CH3:5])([CH3:3])[CH3:2].[BH4-].[Na+]. Product: [Si:1]([O:8][CH2:9][CH:10]([N:24]([CH2:34][CH2:35][CH:36]([CH3:38])[CH3:37])[S:25]([C:28]1[CH:29]=[CH:30][CH:31]=[CH:32][CH:33]=1)(=[O:26])=[O:27])[C:11]1[S:12][CH:13]=[C:14]([CH2:16][NH:17][S:18]([C:20]([CH3:22])([CH3:23])[CH3:21])=[O:19])[CH:15]=1)([C:4]([CH3:7])([CH3:5])[CH3:6])([CH3:3])[CH3:2]. The catalyst class is: 5. (2) Reactant: [Cl:1][C:2]1[CH:3]=[CH:4][C:5]([O:18][CH2:19][CH:20]([CH3:22])[CH3:21])=[C:6]([CH2:8][C:9]2[O:10][CH:11]=[C:12]([C:14]([O:16]C)=[O:15])[N:13]=2)[CH:7]=1.[OH-].[Na+]. Product: [Cl:1][C:2]1[CH:3]=[CH:4][C:5]([O:18][CH2:19][CH:20]([CH3:22])[CH3:21])=[C:6]([CH2:8][C:9]2[O:10][CH:11]=[C:12]([C:14]([OH:16])=[O:15])[N:13]=2)[CH:7]=1. The catalyst class is: 5. (3) Reactant: [CH:1]([C:4]1[CH:8]=[C:7]([NH2:9])[O:6][N:5]=1)([CH3:3])[CH3:2].C(=O)([O-])[O-].[K+].[K+].Cl[C:17]([O:19][C:20]1[CH:25]=[CH:24][CH:23]=[CH:22][CH:21]=1)=[O:18]. Product: [CH:1]([C:4]1[CH:8]=[C:7]([NH:9][C:17](=[O:18])[O:19][C:20]2[CH:25]=[CH:24][CH:23]=[CH:22][CH:21]=2)[O:6][N:5]=1)([CH3:3])[CH3:2]. The catalyst class is: 7. (4) Reactant: [Cl:1][C:2]1[N:6]2[CH2:7][CH2:8][N:9]([C:11]([C:13]3[CH:18]=[CH:17][C:16]([Cl:19])=[CH:15][C:14]=3[Cl:20])=[O:12])[CH2:10][C:5]2=[N:4][CH:3]=1.C1C(=O)N([Cl:28])C(=O)C1. Product: [Cl:28][C:3]1[N:4]=[C:5]2[CH2:10][N:9]([C:11]([C:13]3[CH:18]=[CH:17][C:16]([Cl:19])=[CH:15][C:14]=3[Cl:20])=[O:12])[CH2:8][CH2:7][N:6]2[C:2]=1[Cl:1]. The catalyst class is: 9. (5) Product: [Br:1][C:2]1[C:3]([CH:13]2[CH2:15][CH2:14]2)=[C:4]2[C:9](=[CH:10][CH:11]=1)[NH:8][C:7](=[S:25])[CH2:6][CH2:5]2. The catalyst class is: 11. Reactant: [Br:1][C:2]1[C:3]([CH:13]2[CH2:15][CH2:14]2)=[C:4]2[C:9](=[CH:10][CH:11]=1)[NH:8][C:7](=O)[CH2:6][CH2:5]2.COC1C=CC(P2(SP(C3C=CC(OC)=CC=3)(=S)S2)=[S:25])=CC=1. (6) Reactant: [CH3:1][C:2]1[O:6][C:5]([C:7]2[CH:12]=[CH:11][C:10]([CH3:13])=[CH:9][CH:8]=2)=[N:4][C:3]=1[CH2:14][O:15][C@@H:16]1[CH2:21][CH2:20][CH2:19][C@H:18]([CH2:22][O:23][C:24]2([C:29]([O:31]C(C)(C)C)=[O:30])[CH2:28][CH2:27][CH2:26][CH2:25]2)[CH2:17]1. Product: [CH3:1][C:2]1[O:6][C:5]([C:7]2[CH:12]=[CH:11][C:10]([CH3:13])=[CH:9][CH:8]=2)=[N:4][C:3]=1[CH2:14][O:15][C@@H:16]1[CH2:21][CH2:20][CH2:19][C@H:18]([CH2:22][O:23][C:24]2([C:29]([OH:31])=[O:30])[CH2:28][CH2:27][CH2:26][CH2:25]2)[CH2:17]1. The catalyst class is: 55. (7) Reactant: [CH3:1][O:2][C:3](=[O:12])[CH2:4][C:5]1[CH:10]=[CH:9][C:8](Br)=[CH:7][CH:6]=1.C1(P(C2CCCCC2)C2C=CC=CC=2C2C(OC)=CC=CC=2OC)CCCCC1.P([O-])([O-])([O-])=O.[K+].[K+].[K+].[CH2:50]([C:52]([C:71]1[CH:76]=[CH:75][C:74]([CH2:77][CH2:78][C:79]2([OH:84])[CH2:83][CH2:82][CH2:81][CH2:80]2)=[C:73]([CH3:85])[CH:72]=1)([C:55]1[CH:60]=[CH:59][C:58](B2OC(C)(C)C(C)(C)O2)=[C:57]([CH3:70])[CH:56]=1)[CH2:53][CH3:54])[CH3:51].[Cl-].[NH4+]. Product: [CH3:1][O:2][C:3](=[O:12])[CH2:4][C:5]1[CH:10]=[CH:9][C:8]([C:58]2[CH:59]=[CH:60][C:55]([C:52]([CH2:53][CH3:54])([C:71]3[CH:76]=[CH:75][C:74]([CH2:77][CH2:78][C:79]4([OH:84])[CH2:80][CH2:81][CH2:82][CH2:83]4)=[C:73]([CH3:85])[CH:72]=3)[CH2:50][CH3:51])=[CH:56][C:57]=2[CH3:70])=[CH:7][CH:6]=1. The catalyst class is: 493.